From a dataset of Reaction yield outcomes from USPTO patents with 853,638 reactions. Predict the reaction yield, written as a fraction of the theoretical maximum amount of product (1.0 means a 100% yield; for example, 0.34 means a 34% yield). (1) The reactants are [CH3:1][C:2]1[C:3](=[O:9])[NH:4][CH:5]=[C:6]([CH3:8])[CH:7]=1.[F:10][C:11]1[CH:23]=[C:22](I)[CH:21]=[CH:20][C:12]=1[CH2:13][N:14]1[CH2:19][CH2:18][O:17][CH2:16][CH2:15]1.C([O-])([O-])=O.[K+].[K+]. The catalyst is [Cu]I.CN(C=O)C. The product is [F:10][C:11]1[CH:23]=[C:22]([N:4]2[CH:5]=[C:6]([CH3:8])[CH:7]=[C:2]([CH3:1])[C:3]2=[O:9])[CH:21]=[CH:20][C:12]=1[CH2:13][N:14]1[CH2:15][CH2:16][O:17][CH2:18][CH2:19]1. The yield is 0.500. (2) The reactants are [NH2:1][CH:2]([C:8]1[C:13]([Cl:14])=[CH:12][C:11]([Br:15])=[CH:10][N:9]=1)C(OCC)=O. The catalyst is Cl. The product is [ClH:14].[Br:15][C:11]1[CH:12]=[C:13]([Cl:14])[C:8]([CH2:2][NH2:1])=[N:9][CH:10]=1. The yield is 0.650. (3) The catalyst is CCO.O=[Pt]=O. The product is [ClH:12].[NH2:2][CH2:1][CH:3]([CH:9]([CH3:10])[CH3:11])[C:4]([O:6][CH2:7][CH3:8])=[O:5]. The reactants are [C:1]([C:3](=[C:9]([CH3:11])[CH3:10])[C:4]([O:6][CH2:7][CH3:8])=[O:5])#[N:2].[ClH:12]. The yield is 1.00. (4) The reactants are O.[NH2:2][C:3]1[CH:8]=[CH:7][CH:6]=[C:5]([O:9][CH2:10][CH2:11][C:12]2[CH:17]=[CH:16][C:15]([C:18]#[N:19])=[CH:14][CH:13]=2)[CH:4]=1.Cl.[C:21]1([S:27](Cl)(=[O:29])=[O:28])[CH:26]=[CH:25][CH:24]=[CH:23][CH:22]=1. The catalyst is N1C=CC=CC=1. The product is [C:18]([C:15]1[CH:14]=[CH:13][C:12]([CH2:11][CH2:10][O:9][C:5]2[CH:4]=[C:3]([NH:2][S:27]([C:21]3[CH:26]=[CH:25][CH:24]=[CH:23][CH:22]=3)(=[O:29])=[O:28])[CH:8]=[CH:7][CH:6]=2)=[CH:17][CH:16]=1)#[N:19]. The yield is 0.870. (5) The reactants are [Cl:1][C:2]1[S:6][C:5]([C:7]([C:15]2[CH:16]=[C:17]3[C:22](=[CH:23][CH:24]=2)[N:21]=[C:20]([O:25]C)[CH:19]=[C:18]3[C:27]2[CH:32]=[CH:31][CH:30]=[C:29]([O:33][CH2:34][CH3:35])[CH:28]=2)([C:9]2[N:10]([CH3:14])[CH:11]=[N:12][CH:13]=2)[OH:8])=[CH:4][CH:3]=1.Cl. The catalyst is C1COCC1. The product is [Cl:1][C:2]1[S:6][C:5]([C:7]([OH:8])([C:9]2[N:10]([CH3:14])[CH:11]=[N:12][CH:13]=2)[C:15]2[CH:16]=[C:17]3[C:22](=[CH:23][CH:24]=2)[NH:21][C:20](=[O:25])[CH:19]=[C:18]3[C:27]2[CH:32]=[CH:31][CH:30]=[C:29]([O:33][CH2:34][CH3:35])[CH:28]=2)=[CH:4][CH:3]=1. The yield is 0.740. (6) The reactants are [CH2:1]([O:3][C:4](=[O:12])[CH:5]([C:9](=O)[CH3:10])[C:6](=O)[CH3:7])[CH3:2].[N:13]1[CH:18]=[CH:17][CH:16]=[CH:15][C:14]=1[NH:19][NH2:20]. The catalyst is C(O)(=O)C. The product is [CH2:1]([O:3][C:4]([C:5]1[C:9]([CH3:10])=[N:20][N:19]([C:14]2[CH:15]=[CH:16][CH:17]=[CH:18][N:13]=2)[C:6]=1[CH3:7])=[O:12])[CH3:2]. The yield is 0.970.